From a dataset of Forward reaction prediction with 1.9M reactions from USPTO patents (1976-2016). Predict the product of the given reaction. (1) The product is: [CH:14]1([NH:1][N:2]2[C:11]3[C:6](=[CH:7][CH:8]=[CH:9][CH:10]=3)[C:5]([OH:12])=[CH:4][C:3]2=[O:13])[CH2:17][CH2:16][CH2:15]1. Given the reactants [NH2:1][N:2]1[C:11]2[C:6](=[CH:7][CH:8]=[CH:9][CH:10]=2)[C:5]([OH:12])=[CH:4][C:3]1=[O:13].[C:14]1(=O)[CH2:17][CH2:16][CH2:15]1.C(O)(=O)C.C([BH3-])#N.[Na+], predict the reaction product. (2) Given the reactants [Cl:1][C:2]1[C:3]([C:9]([OH:11])=O)=[N:4][C:5](Cl)=[CH:6][CH:7]=1.S(Cl)([Cl:14])=O.CN(C)[CH:18]=[CH:19][C:20]([O:22][CH2:23][CH3:24])=[O:21].C(N(CC)CC)C.[NH2:33][C@H:34]([CH2:38][OH:39])[CH:35]([CH3:37])[CH3:36].CN([CH:43]=[O:44])C, predict the reaction product. The product is: [CH2:23]([O:22][C:20](=[O:21])[C:19]([C:9]([C:3]1[C:2]([Cl:1])=[CH:7][C:6]([Cl:14])=[C:5]([O:44][CH3:43])[N:4]=1)=[O:11])=[CH:18][NH:33][C@H:34]([CH2:38][OH:39])[CH:35]([CH3:37])[CH3:36])[CH3:24]. (3) Given the reactants [NH2:1][C:2]1[CH:7]=[C:6]([Br:8])[CH:5]=[C:4]([C:9]([F:12])([F:11])[F:10])[C:3]=1[N:13]([CH2:19][C:20]1[CH:25]=[CH:24][CH:23]=[C:22]([C:26]([F:29])([F:28])[F:27])[CH:21]=1)[C:14](=O)[O:15]CC.[H-].[Na+].Cl, predict the reaction product. The product is: [Br:8][C:6]1[CH:5]=[C:4]([C:9]([F:12])([F:10])[F:11])[C:3]2[N:13]([CH2:19][C:20]3[CH:25]=[CH:24][CH:23]=[C:22]([C:26]([F:28])([F:29])[F:27])[CH:21]=3)[C:14](=[O:15])[NH:1][C:2]=2[CH:7]=1. (4) The product is: [CH2:1]([N:8]1[CH2:12][CH:11]2[CH:10]([C:16]([CH2:17][O:18][CH:19]3[CH2:24][CH2:23][CH2:22][CH2:21][O:20]3)=[N:13][O:14]2)[CH2:9]1)[C:2]1[CH:7]=[CH:6][CH:5]=[CH:4][CH:3]=1. Given the reactants [CH2:1]([N:8]1[CH2:12][CH:11]=[CH:10][CH2:9]1)[C:2]1[CH:7]=[CH:6][CH:5]=[CH:4][CH:3]=1.[N+:13]([CH2:16][CH2:17][O:18][CH:19]1[CH2:24][CH2:23][CH2:22][CH2:21][O:20]1)([O-])=[O:14].C(N(CC)CC)C.C1(N=C=O)C=CC=CC=1, predict the reaction product. (5) Given the reactants [C:1]([NH:6][C:7]1[NH:8][C:9](=[O:22])[C:10]2[N:11]=[CH:12][N:13]([CH2:16][C:17]([O:19]CC)=[O:18])[C:14]=2[N:15]=1)(=[O:5])[CH:2]([CH3:4])[CH3:3].[OH-].[Na+].Cl, predict the reaction product. The product is: [C:1]([NH:6][C:7]1[NH:8][C:9](=[O:22])[C:10]2[N:11]=[CH:12][N:13]([CH2:16][C:17]([OH:19])=[O:18])[C:14]=2[N:15]=1)(=[O:5])[CH:2]([CH3:4])[CH3:3]. (6) Given the reactants Cl[C:2]1[C:3]2[C:10]([C:11]3[CH:16]=[CH:15][C:14]([F:17])=[CH:13][CH:12]=3)=[C:9]([C:18]3[CH:19]=[N:20][C:21]([Cl:24])=[CH:22][CH:23]=3)[O:8][C:4]=2[N:5]=[CH:6][N:7]=1.[NH:25]1[CH2:30][CH2:29][CH:28]([OH:31])[CH2:27][CH2:26]1, predict the reaction product. The product is: [Cl:24][C:21]1[N:20]=[CH:19][C:18]([C:9]2[O:8][C:4]3[N:5]=[CH:6][N:7]=[C:2]([N:25]4[CH2:30][CH2:29][CH:28]([OH:31])[CH2:27][CH2:26]4)[C:3]=3[C:10]=2[C:11]2[CH:16]=[CH:15][C:14]([F:17])=[CH:13][CH:12]=2)=[CH:23][CH:22]=1. (7) Given the reactants [Cl:1][CH2:2][CH:3]=O.Cl[C:6]1[N:11]=[N:10][C:9]([NH2:12])=[CH:8][CH:7]=1.C([O-])(O)=O.[Na+].Cl, predict the reaction product. The product is: [Cl:1][C:2]1[N:12]=[C:9]2[CH:8]=[CH:7][CH:6]=[N:11][N:10]2[CH:3]=1.